This data is from Forward reaction prediction with 1.9M reactions from USPTO patents (1976-2016). The task is: Predict the product of the given reaction. (1) Given the reactants C(OC([N:8]1[CH2:16][C:15]2[C:10](=[CH:11][C:12]([C:20]([F:23])([F:22])[F:21])=[C:13]([O:17][CH2:18][CH3:19])[CH:14]=2)[CH2:9]1)=O)(C)(C)C.[ClH:24], predict the reaction product. The product is: [ClH:24].[CH2:18]([O:17][C:13]1[CH:14]=[C:15]2[C:10](=[CH:11][C:12]=1[C:20]([F:23])([F:21])[F:22])[CH2:9][NH:8][CH2:16]2)[CH3:19]. (2) Given the reactants [CH2:1]([Si:4]([CH2:19][CH:20]=[CH2:21])([CH2:16][CH:17]=[CH2:18])[CH2:5][CH2:6][CH2:7][C:8]1[CH:15]=[CH:14][C:11]([CH:12]=[O:13])=[CH:10][CH:9]=1)[CH:2]=[CH2:3].C1COCC1.[BH4-].[Na+].C(=O)(O)[O-].[Na+], predict the reaction product. The product is: [CH2:19]([Si:4]([CH2:1][CH:2]=[CH2:3])([CH2:16][CH:17]=[CH2:18])[CH2:5][CH2:6][CH2:7][C:8]1[CH:15]=[CH:14][C:11]([CH2:12][OH:13])=[CH:10][CH:9]=1)[CH:20]=[CH2:21]. (3) Given the reactants [CH2:1]([O:8][C:9]1[CH:10]=[C:11]([CH:15]=[C:16]([O:19][CH2:20][O:21][CH2:22][CH2:23][Si:24]([CH3:27])([CH3:26])[CH3:25])[C:17]=1[Br:18])[C:12](O)=[O:13])[C:2]1[CH:7]=[CH:6][CH:5]=[CH:4][CH:3]=1.C(N(CC)CC)C.[CH2:35]([NH2:38])[C:36]#[CH:37], predict the reaction product. The product is: [CH2:1]([O:8][C:9]1[CH:10]=[C:11]([CH:15]=[C:16]([O:19][CH2:20][O:21][CH2:22][CH2:23][Si:24]([CH3:27])([CH3:26])[CH3:25])[C:17]=1[Br:18])[C:12]([NH:38][CH2:35][C:36]#[CH:37])=[O:13])[C:2]1[CH:3]=[CH:4][CH:5]=[CH:6][CH:7]=1. (4) The product is: [NH2:15][CH2:14][C:13]1[CH:12]=[C:11]([NH:10][C:8]([C:6]2[CH:5]=[CH:4][N:3]=[C:2]([Cl:1])[CH:7]=2)=[O:9])[CH:25]=[CH:24][CH:23]=1. Given the reactants [Cl:1][C:2]1[CH:7]=[C:6]([C:8]([NH:10][C:11]2[CH:12]=[C:13]([CH:23]=[CH:24][CH:25]=2)[CH2:14][NH:15]C(=O)OC(C)(C)C)=[O:9])[CH:5]=[CH:4][N:3]=1.Cl, predict the reaction product. (5) Given the reactants [F:1][C:2]1[CH:7]=[CH:6][C:5]([CH3:8])=[CH:4][C:3]=1[NH:9][C:10]([NH:12][C:13]1[CH:39]=[CH:38][C:16]([O:17][C:18]2[CH:23]=[CH:22][N:21]=[C:20]([C:24]3[CH:25]=[C:26]([C:29]([NH:31][CH2:32][CH2:33][C:34]([O:36]C)=[O:35])=[O:30])[S:27][CH:28]=3)[CH:19]=2)=[CH:15][CH:14]=1)=[O:11].[OH-].[Na+].O.Cl, predict the reaction product. The product is: [F:1][C:2]1[CH:7]=[CH:6][C:5]([CH3:8])=[CH:4][C:3]=1[NH:9][C:10]([NH:12][C:13]1[CH:14]=[CH:15][C:16]([O:17][C:18]2[CH:23]=[CH:22][N:21]=[C:20]([C:24]3[CH:25]=[C:26]([C:29]([NH:31][CH2:32][CH2:33][C:34]([OH:36])=[O:35])=[O:30])[S:27][CH:28]=3)[CH:19]=2)=[CH:38][CH:39]=1)=[O:11]. (6) Given the reactants [N:1]1[CH:6]=[CH:5][C:4](=[O:7])[NH:3][CH:2]=1.[Cl:8]Cl, predict the reaction product. The product is: [Cl-:8].[Cl:8][C:5]1[C:4](=[O:7])[NH2+:3][CH:2]=[N:1][CH:6]=1. (7) Given the reactants C(O)CCCCCC(O)CCCC#C.[C:15]([O:18][CH:19]1[CH2:31][CH2:30][CH2:29][CH2:28][CH2:27][CH2:26][CH2:25][CH:24]([O:32][Si](CC)(CC)CC)[CH:23]=[CH:22][CH2:21][CH2:20]1)(=[O:17])[CH3:16].[N+](CCCC)(CCCC)(CCCC)CCCC.[F-], predict the reaction product. The product is: [C:15]([O:18][CH:19]1[CH2:31][CH2:30][CH2:29][CH2:28][CH2:27][CH2:26][CH2:25][CH:24]([OH:32])[CH:23]=[CH:22][CH2:21][CH2:20]1)(=[O:17])[CH3:16]. (8) Given the reactants [C:1]([N:8]1[CH2:13][CH2:12][NH:11][C@H:10]([CH3:14])[CH2:9]1)([O:3][C:4]([CH3:7])([CH3:6])[CH3:5])=[O:2].Br[CH2:16][C:17]([NH2:19])=[O:18].C(N(CC)C(C)C)(C)C.[I-].[Na+], predict the reaction product. The product is: [C:1]([N:8]1[CH2:13][CH2:12][N:11]([CH2:16][C:17]([NH2:19])=[O:18])[C@H:10]([CH3:14])[CH2:9]1)([O:3][C:4]([CH3:7])([CH3:6])[CH3:5])=[O:2].